From a dataset of Forward reaction prediction with 1.9M reactions from USPTO patents (1976-2016). Predict the product of the given reaction. (1) Given the reactants C([O:4][CH2:5][C:6]1[CH:11]=[CH:10][CH:9]=[C:8]([C:12]([N:14]2[CH2:19][CH2:18][O:17][CH2:16][CH2:15]2)=[O:13])[N:7]=1)(=O)C.[OH-].[K+], predict the reaction product. The product is: [OH:4][CH2:5][C:6]1[N:7]=[C:8]([C:12]([N:14]2[CH2:15][CH2:16][O:17][CH2:18][CH2:19]2)=[O:13])[CH:9]=[CH:10][CH:11]=1. (2) Given the reactants [C:1]([O:5][C:6](=[O:23])[NH:7][C:8]1[CH:13]=[C:12](Br)[CH:11]=[CH:10][C:9]=1[NH:15][C:16]([O:18][C:19]([CH3:22])([CH3:21])[CH3:20])=[O:17])([CH3:4])([CH3:3])[CH3:2].[C:24]([NH:28][S:29]([C:32]1[CH:37]=[CH:36][CH:35]=[CH:34][C:33]=1B(O)O)(=[O:31])=[O:30])([CH3:27])([CH3:26])[CH3:25].C([O-])([O-])=O.[Na+].[Na+], predict the reaction product. The product is: [C:1]([O:5][C:6](=[O:23])[NH:7][C:8]1[CH:13]=[C:12]([C:33]2[CH:34]=[CH:35][CH:36]=[CH:37][C:32]=2[S:29]([NH:28][C:24]([CH3:27])([CH3:26])[CH3:25])(=[O:30])=[O:31])[CH:11]=[CH:10][C:9]=1[NH:15][C:16]([O:18][C:19]([CH3:22])([CH3:21])[CH3:20])=[O:17])([CH3:4])([CH3:3])[CH3:2].